This data is from Peptide-MHC class I binding affinity with 185,985 pairs from IEDB/IMGT. The task is: Regression. Given a peptide amino acid sequence and an MHC pseudo amino acid sequence, predict their binding affinity value. This is MHC class I binding data. (1) The peptide sequence is HSDTHGLYW. The MHC is HLA-A30:01 with pseudo-sequence HLA-A30:01. The binding affinity (normalized) is 0.0847. (2) The peptide sequence is NVHRSQFAQ. The MHC is HLA-B57:01 with pseudo-sequence HLA-B57:01. The binding affinity (normalized) is 0.0847. (3) The peptide sequence is YYKDDISYF. The MHC is HLA-B08:01 with pseudo-sequence HLA-B08:01. The binding affinity (normalized) is 0.0847. (4) The MHC is HLA-A69:01 with pseudo-sequence HLA-A69:01. The peptide sequence is PYDCKELRL. The binding affinity (normalized) is 0.0847. (5) The peptide sequence is LSYIYSEIK. The MHC is HLA-A31:01 with pseudo-sequence HLA-A31:01. The binding affinity (normalized) is 0.163. (6) The peptide sequence is VEIPNRIVF. The MHC is HLA-B35:01 with pseudo-sequence HLA-B35:01. The binding affinity (normalized) is 0.0847. (7) The peptide sequence is DYHKILTAG. The MHC is HLA-A24:02 with pseudo-sequence HLA-A24:02. The binding affinity (normalized) is 0.0209. (8) The peptide sequence is DEPASTEPVHDQLL. The MHC is HLA-B57:01 with pseudo-sequence HLA-B57:01. The binding affinity (normalized) is 0. (9) The peptide sequence is FLGSHSEPL. The MHC is HLA-B08:01 with pseudo-sequence HLA-B08:01. The binding affinity (normalized) is 0.528.